This data is from Forward reaction prediction with 1.9M reactions from USPTO patents (1976-2016). The task is: Predict the product of the given reaction. (1) The product is: [Cl:19][C:11]1[C:12]([NH:14][CH2:15][CH:16]([CH3:18])[CH3:17])=[CH:13][C:8]2[N:7]=[C:23]([C:24]3[CH:29]=[CH:28][CH:27]=[C:26]([N:30]4[CH:34]=[N:33][CH:32]=[N:31]4)[CH:25]=3)[CH2:22][C:21](=[O:36])[NH:20][C:9]=2[CH:10]=1. Given the reactants C(OC(=O)[NH:7][C:8]1[CH:13]=[C:12]([NH:14][CH2:15][CH:16]([CH3:18])[CH3:17])[C:11]([Cl:19])=[CH:10][C:9]=1[NH:20][C:21](=[O:36])[CH2:22][C:23](=O)[C:24]1[CH:29]=[CH:28][CH:27]=[C:26]([N:30]2[CH:34]=[N:33][CH:32]=[N:31]2)[CH:25]=1)(C)(C)C.C(O)(C(F)(F)F)=O, predict the reaction product. (2) Given the reactants CC([N:5]([C@H:9]1[C:18]2[C:13](=[CH:14][CH:15]=[C:16](Br)[CH:17]=2)[N:12]([C:20](=[O:22])[CH3:21])[C@@H:11]([CH3:23])[CH2:10]1)[C:6](=[O:8])[O-:7])(C)C.[CH3:24][N:25]([CH2:36][C:37]1[CH:42]=[CH:41][C:40](B2OC(C)(C)C(C)(C)O2)=[CH:39][CH:38]=1)[C:26](=[O:35])[O:27][CH2:28][C:29]1[CH:34]=[CH:33][CH:32]=[CH:31][CH:30]=1.C(=O)([O-])[O-].[K+].[K+].C(O)C.[C:61]1([CH3:67])[CH:66]=CC=C[CH:62]=1, predict the reaction product. The product is: [C:29]1([CH2:28][O:27][C:26](=[O:35])[N:25]([CH2:36][C:37]2[CH:42]=[CH:41][C:40]([C:16]3[CH:17]=[C:18]4[C:13](=[CH:14][CH:15]=3)[N:12]([C:20](=[O:22])[CH3:21])[C@@H:11]([CH3:23])[CH2:10][C@H:9]4[NH:5][C:6]([O:7][C:61]([CH3:67])([CH3:66])[CH3:62])=[O:8])=[CH:39][CH:38]=2)[CH3:24])[CH:30]=[CH:31][CH:32]=[CH:33][CH:34]=1. (3) Given the reactants C(OC([N:8]1[CH2:13][CH2:12][CH:11]([NH:14][C:15]2[C:24]3[C:19](=[CH:20][C:21]([Cl:25])=[CH:22][CH:23]=3)[N:18]=[CH:17][CH:16]=2)[CH2:10][CH2:9]1)=O)(C)(C)C, predict the reaction product. The product is: [ClH:25].[ClH:25].[Cl:25][C:21]1[CH:20]=[C:19]2[C:24]([C:15]([NH:14][CH:11]3[CH2:12][CH2:13][NH:8][CH2:9][CH2:10]3)=[CH:16][CH:17]=[N:18]2)=[CH:23][CH:22]=1. (4) Given the reactants C(OC(=O)[NH:7][C:8]1[CH:13]=[CH:12][C:11]([O:14][CH:15]2[CH2:20][CH2:19][N:18]([C:21](=[O:30])[C:22]3[C:27]([Cl:28])=[CH:26][CH:25]=[CH:24][C:23]=3[Cl:29])[CH2:17][CH2:16]2)=[CH:10][CH:9]=1)(C)(C)C.FC(F)(F)C(O)=O, predict the reaction product. The product is: [NH2:7][C:8]1[CH:13]=[CH:12][C:11]([O:14][CH:15]2[CH2:16][CH2:17][N:18]([C:21]([C:22]3[C:27]([Cl:28])=[CH:26][CH:25]=[CH:24][C:23]=3[Cl:29])=[O:30])[CH2:19][CH2:20]2)=[CH:10][CH:9]=1. (5) Given the reactants C[N:2]1[C:6]([CH3:7])=[CH:5][C:4]([NH:8][C:9]2[C:10](=[O:25])[N:11]([CH3:24])[CH:12]=[C:13](B3OC(C)(C)C(C)(C)O3)[CH:14]=2)=[N:3]1.[C:26]([O:29][CH2:30][C:31]1[C:32]([N:40]2[CH2:51][CH2:50][N:49]3[C:42](=[CH:43][C:44]4[CH2:45][C:46]([CH3:53])([CH3:52])[CH2:47][C:48]=43)[C:41]2=[O:54])=[N:33][CH:34]=[CH:35][C:36]=1B(O)O)(=[O:28])[CH3:27].[O-]P([O-])([O-])=O.[K+].[K+].[K+].C([O-])(=O)C.[Na+], predict the reaction product. The product is: [C:26]([O:29][CH2:30][C:31]1[C:32]([N:40]2[CH2:51][CH2:50][N:49]3[C:42](=[CH:43][C:44]4[CH2:45][C:46]([CH3:53])([CH3:52])[CH2:47][C:48]=43)[C:41]2=[O:54])=[N:33][CH:34]=[CH:35][C:36]=1[C:13]1[CH:14]=[C:9]([NH:8][C:4]2[CH:5]=[C:6]([CH3:7])[NH:2][N:3]=2)[C:10](=[O:25])[N:11]([CH3:24])[CH:12]=1)(=[O:28])[CH3:27]. (6) Given the reactants C(OC(=O)[NH:7][CH2:8][C:9]1([C:16]2[NH:20][C:19](=[O:21])[O:18][N:17]=2)[CH2:11][CH:10]1[CH2:12][CH:13]([CH3:15])[CH3:14])(C)(C)C.[ClH:23], predict the reaction product. The product is: [ClH:23].[NH2:7][CH2:8][C:9]1([C:16]2[NH:20][C:19](=[O:21])[O:18][N:17]=2)[CH2:11][CH:10]1[CH2:12][CH:13]([CH3:15])[CH3:14]. (7) The product is: [F:14][B-:15]([F:18])([F:17])[F:16].[Br:13][C:10]1[CH:11]=[CH:12][C:6]([CH3:5])=[C:7]([N+:8]#[N:1])[CH:9]=1. Given the reactants [N:1]([O-])=O.[Na+].[CH3:5][C:6]1[CH:12]=[CH:11][C:10]([Br:13])=[CH:9][C:7]=1[NH2:8].[F:14][B-:15]([F:18])([F:17])[F:16].[H+], predict the reaction product. (8) The product is: [C:12]([O:16][CH:2]([O:11][C:1]12[CH2:8][CH:7]3[CH2:6][CH:5]([CH2:4][CH:3]([CH2:9]3)[CH2:2]1)[CH2:10]2)[CH:1]([CH3:10])[CH3:8])(=[O:15])[CH:13]=[CH2:14]. Given the reactants [C:1]12([OH:11])[CH2:10][CH:5]3[CH2:6][CH:7]([CH2:9][CH:3]([CH2:4]3)[CH2:2]1)[CH2:8]2.[C:12]([OH:16])(=[O:15])[CH:13]=[CH2:14], predict the reaction product. (9) Given the reactants FC(F)(F)S(O[C:7]1[CH:11]=[C:10]([CH3:12])[N:9]([C:13]2[CH:18]=[CH:17][CH:16]=[CH:15][CH:14]=2)[N:8]=1)(=O)=O.[NH2:21][C:22]1[CH:26]=[CH:25][N:24]([C:27]2[CH:32]=[CH:31][CH:30]=[CH:29][CH:28]=2)[N:23]=1.CC(C)([O-])C.[Na+].C(P(C(C)(C)C)C1(C)CC1(C1C=CC=CC=1)C1C=CC=CC=1)(C)(C)C.[Cl-].[NH4+], predict the reaction product. The product is: [C:27]1([N:24]2[CH:25]=[CH:26][C:22]([NH:21][C:7]3[CH:11]=[C:10]([CH3:12])[N:9]([C:13]4[CH:18]=[CH:17][CH:16]=[CH:15][CH:14]=4)[N:8]=3)=[N:23]2)[CH:28]=[CH:29][CH:30]=[CH:31][CH:32]=1. (10) The product is: [CH3:6][NH:7][CH2:8][CH:9]([OH:22])[CH2:10][NH:11][CH2:12][CH2:13][NH:14][CH3:15]. Given the reactants C(O[C:6](=O)[NH:7][CH2:8][CH:9]([OH:22])[CH2:10][NH:11][CH2:12][CH2:13][NH:14][C:15](OC(C)(C)C)=O)(C)(C)C.[H-].[H-].[H-].[H-].[Li+].[Al+3], predict the reaction product.